Dataset: Reaction yield outcomes from USPTO patents with 853,638 reactions. Task: Predict the reaction yield, written as a fraction of the theoretical maximum amount of product (1.0 means a 100% yield; for example, 0.34 means a 34% yield). (1) The reactants are [Br:1][C:2]1[CH:7]=[CH:6][C:5]([OH:8])=[C:4]([N+:9]([O-])=O)[C:3]=1[O:12][C:13]1[CH:18]=[CH:17][CH:16]=[CH:15][CH:14]=1.C(O)C. The catalyst is [Ni].O. The product is [NH2:9][C:4]1[C:3]([O:12][C:13]2[CH:18]=[CH:17][CH:16]=[CH:15][CH:14]=2)=[C:2]([Br:1])[CH:7]=[CH:6][C:5]=1[OH:8]. The yield is 0.820. (2) The reactants are [CH2:1]([C:3]1[C:4]([CH3:20])=[C:5]([C:12]2[CH:13]=[C:14]([CH:17]=[CH:18][CH:19]=2)[C:15]#[N:16])[C:6]([CH3:11])=[N:7][C:8]=1[O:9]C)[CH3:2].[I-].[Na+].Cl[Si](C)(C)C.C(#N)C. The catalyst is O. The product is [CH2:1]([C:3]1[C:8](=[O:9])[NH:7][C:6]([CH3:11])=[C:5]([C:12]2[CH:13]=[C:14]([CH:17]=[CH:18][CH:19]=2)[C:15]#[N:16])[C:4]=1[CH3:20])[CH3:2]. The yield is 0.320. (3) The reactants are [C:1]([C:3]1[CH:8]=[CH:7][C:6]([CH2:9][O:10][C:11]2([CH3:14])[CH2:13][CH2:12]2)=[C:5]([CH:15]([CH3:17])[CH3:16])[CH:4]=1)#[CH:2].[CH3:18][O:19][C:20](=[O:29])[CH2:21][C:22]1[CH:27]=[CH:26][C:25](I)=[CH:24][CH:23]=1. The catalyst is C(N(CC)CC)C.[Cu]I.Cl[Pd](Cl)([P](C1C=CC=CC=1)(C1C=CC=CC=1)C1C=CC=CC=1)[P](C1C=CC=CC=1)(C1C=CC=CC=1)C1C=CC=CC=1. The product is [CH:15]([C:5]1[CH:4]=[C:3]([C:1]#[C:2][C:25]2[CH:26]=[CH:27][C:22]([CH2:21][C:20]([O:19][CH3:18])=[O:29])=[CH:23][CH:24]=2)[CH:8]=[CH:7][C:6]=1[CH2:9][O:10][C:11]1([CH3:14])[CH2:12][CH2:13]1)([CH3:17])[CH3:16]. The yield is 0.600. (4) The reactants are C([O:3][C:4](=[O:38])[CH2:5][CH2:6][C:7]1[CH:12]=[CH:11][C:10]([O:13][CH2:14][CH2:15][C:16]2[N:17]=[C:18]([C:21]3[CH:26]=[CH:25][CH:24]=[CH:23][CH:22]=3)[O:19][CH:20]=2)=[CH:9][C:8]=1[CH2:27][O:28][C:29](=[O:37])[NH:30][CH:31]1[CH2:36][CH2:35][CH2:34][CH2:33][CH2:32]1)C.[OH-].[Na+]. The catalyst is C(O)C. The product is [CH:31]1([NH:30][C:29]([O:28][CH2:27][C:8]2[CH:9]=[C:10]([O:13][CH2:14][CH2:15][C:16]3[N:17]=[C:18]([C:21]4[CH:22]=[CH:23][CH:24]=[CH:25][CH:26]=4)[O:19][CH:20]=3)[CH:11]=[CH:12][C:7]=2[CH2:6][CH2:5][C:4]([OH:38])=[O:3])=[O:37])[CH2:36][CH2:35][CH2:34][CH2:33][CH2:32]1. The yield is 0.630. (5) The reactants are [Cl:1][C:2]1[CH:7]=[C:6](Cl)[N:5]2[N:9]=[C:10]([C:12]3[CH:17]=[CH:16][C:15]([CH3:18])=[CH:14][CH:13]=3)[CH:11]=[C:4]2[N:3]=1.[NH:19]1[CH2:24][CH2:23][O:22][CH2:21][CH2:20]1. The catalyst is O1CCOCC1.O. The product is [Cl:1][C:2]1[CH:7]=[C:6]([N:19]2[CH2:24][CH2:23][O:22][CH2:21][CH2:20]2)[N:5]2[N:9]=[C:10]([C:12]3[CH:17]=[CH:16][C:15]([CH3:18])=[CH:14][CH:13]=3)[CH:11]=[C:4]2[N:3]=1. The yield is 0.900. (6) The reactants are [CH3:1][C:2]1[CH:11]=[CH:10][C:9]2[C:4](=[CH:5][CH:6]=[CH:7][C:8]=2[N:12]2[CH2:17][CH2:16][NH:15][CH2:14][CH2:13]2)[N:3]=1.[Cl:18][CH2:19][C:20]([C:22]1[CH:23]=[CH:24][C:25]2[O:30][CH2:29][C:28](=[O:31])[NH:27][C:26]=2[CH:32]=1)=[O:21].C(N(CC)C(C)C)(C)C. The catalyst is C(#N)C. The product is [ClH:18].[CH3:1][C:2]1[CH:11]=[CH:10][C:9]2[C:4](=[CH:5][CH:6]=[CH:7][C:8]=2[N:12]2[CH2:17][CH2:16][N:15]([CH2:19][C:20]([C:22]3[CH:23]=[CH:24][C:25]4[O:30][CH2:29][C:28](=[O:31])[NH:27][C:26]=4[CH:32]=3)=[O:21])[CH2:14][CH2:13]2)[N:3]=1. The yield is 0.560. (7) The reactants are [CH2:1]([O:6][C:7]([NH:9][C@H:10]([C:15]([O:17]C)=[O:16])[CH2:11][CH2:12][CH2:13][CH3:14])=[O:8])[CH2:2][CH2:3][CH:4]=[CH2:5].[OH-].[Na+].Cl. The catalyst is C1COCC1. The product is [CH2:1]([O:6][C:7]([NH:9][C@H:10]([C:15]([OH:17])=[O:16])[CH2:11][CH2:12][CH2:13][CH3:14])=[O:8])[CH2:2][CH2:3][CH:4]=[CH2:5]. The yield is 0.880.